Dataset: Full USPTO retrosynthesis dataset with 1.9M reactions from patents (1976-2016). Task: Predict the reactants needed to synthesize the given product. (1) Given the product [CH3:17][C:16]1[CH:15]=[C:14]([CH3:18])[NH:13][C:12](=[O:19])[C:11]=1[CH2:10][NH:9][C:7]([C:6]1[CH:20]=[C:2]([C:39]2[CH:38]=[CH:37][C:34]([CH:35]=[O:36])=[CH:33][C:32]=2[CH3:31])[CH:3]=[C:4]([N:22]([CH2:29][CH3:30])[CH:23]2[CH2:28][CH2:27][O:26][CH2:25][CH2:24]2)[C:5]=1[CH3:21])=[O:8], predict the reactants needed to synthesize it. The reactants are: Br[C:2]1[CH:3]=[C:4]([N:22]([CH2:29][CH3:30])[CH:23]2[CH2:28][CH2:27][O:26][CH2:25][CH2:24]2)[C:5]([CH3:21])=[C:6]([CH:20]=1)[C:7]([NH:9][CH2:10][C:11]1[C:12](=[O:19])[NH:13][C:14]([CH3:18])=[CH:15][C:16]=1[CH3:17])=[O:8].[CH3:31][C:32]1[CH:33]=[C:34]([CH:37]=[CH:38][C:39]=1B1OC(C)(C)C(C)(C)O1)[CH:35]=[O:36].C([O-])([O-])=O.[Na+].[Na+]. (2) Given the product [Br:1][C:2]1[C:6]([F:7])=[CH:5][N:4]([C:11]2[CH:16]=[CH:15][N:14]=[C:13]([O:17][CH3:18])[CH:12]=2)[N:3]=1, predict the reactants needed to synthesize it. The reactants are: [Br:1][C:2]1[C:6]([F:7])=[CH:5][NH:4][N:3]=1.[H-].[Na+].Cl[C:11]1[CH:16]=[CH:15][N:14]=[C:13]([O:17][CH3:18])[CH:12]=1. (3) Given the product [CH3:27][N:26]([CH3:28])[C:25]([N:16]1[CH2:17][C@@H:18]([C:19]2[CH:24]=[CH:23][CH:22]=[CH:21][CH:20]=2)[N:14]([CH:11]2[CH2:12][CH2:13][NH:8][CH2:9][CH2:10]2)[C:15]1=[O:30])=[O:29], predict the reactants needed to synthesize it. The reactants are: C(OC([N:8]1[CH2:13][CH2:12][CH:11]([N:14]2[C@H:18]([C:19]3[CH:24]=[CH:23][CH:22]=[CH:21][CH:20]=3)[CH2:17][N:16]([C:25](=[O:29])[N:26]([CH3:28])[CH3:27])[C:15]2=[O:30])[CH2:10][CH2:9]1)=O)(C)(C)C.C(O)(C(F)(F)F)=O. (4) Given the product [Cl:32][C:29]1[CH:30]=[CH:31][C:26]([N:25]([CH2:2][C:3]2[CH:4]=[CH:5][C:6]([C:9]3[C:10]([NH:15][S:16]([C:19]4[S:20][CH:21]=[CH:22][CH:23]=4)(=[O:17])=[O:18])=[N:11][CH:12]=[CH:13][N:14]=3)=[CH:7][CH:8]=2)[CH3:24])=[CH:27][CH:28]=1, predict the reactants needed to synthesize it. The reactants are: Cl[CH2:2][C:3]1[CH:8]=[CH:7][C:6]([C:9]2[C:10]([NH:15][S:16]([C:19]3[S:20][CH:21]=[CH:22][CH:23]=3)(=[O:18])=[O:17])=[N:11][CH:12]=[CH:13][N:14]=2)=[CH:5][CH:4]=1.[CH3:24][NH:25][C:26]1[CH:31]=[CH:30][C:29]([Cl:32])=[CH:28][CH:27]=1.